Dataset: Forward reaction prediction with 1.9M reactions from USPTO patents (1976-2016). Task: Predict the product of the given reaction. Given the reactants [Cl-].O[NH3+:3].[C:4](=[O:7])([O-])[OH:5].[Na+].CS(C)=O.[CH3:13][CH:14]([C:16]1[CH:21]=[CH:20][C:19]([N:22]2[C:27](=[O:28])[C:26]([CH2:29][C:30]3[CH:35]=[CH:34][C:33]([C:36]4[C:37]([C:42]#[N:43])=[CH:38][CH:39]=[CH:40][CH:41]=4)=[CH:32][CH:31]=3)=[C:25]([CH2:44][CH2:45][CH3:46])[N:24]3[N:47]=[CH:48][N:49]=[C:23]23)=[CH:18][CH:17]=1)[CH3:15], predict the reaction product. The product is: [CH3:13][CH:14]([C:16]1[CH:17]=[CH:18][C:19]([N:22]2[C:27](=[O:28])[C:26]([CH2:29][C:30]3[CH:35]=[CH:34][C:33]([C:36]4[CH:41]=[CH:40][CH:39]=[CH:38][C:37]=4[C:42]4[NH:3][C:4](=[O:7])[O:5][N:43]=4)=[CH:32][CH:31]=3)=[C:25]([CH2:44][CH2:45][CH3:46])[N:24]3[N:47]=[CH:48][N:49]=[C:23]23)=[CH:20][CH:21]=1)[CH3:15].